From a dataset of Forward reaction prediction with 1.9M reactions from USPTO patents (1976-2016). Predict the product of the given reaction. (1) Given the reactants FC(F)(F)C(O)=O.ClC1C(N[C@@H]2[C@@H]3C[C@@H](C=C3)[C@@H]2C(N)=O)=C2N=C(C3C=CC(CN4CCOCC4)=CC=3)NC2=NC=1.[NH2:42][C:43]1[C:48]([NH2:49])=[C:47]([NH:50][C@@H:51]2[C@@H:56]3[CH2:57][C@@H:53]([CH:54]=[CH:55]3)[C@@H:52]2[C:58]([NH2:60])=[O:59])[C:46]([Cl:61])=[CH:45][N:44]=1.[CH3:62][O:63][C:64]1[CH:69]=[CH:68][N:67]=[CH:66][C:65]=1[CH:70]=O, predict the reaction product. The product is: [Cl:61][C:46]1[C:47]([NH:50][C@@H:51]2[C@@H:56]3[CH2:57][C@@H:53]([CH:54]=[CH:55]3)[C@@H:52]2[C:58]([NH2:60])=[O:59])=[C:48]2[N:49]=[C:70]([C:65]3[CH:66]=[N:67][CH:68]=[CH:69][C:64]=3[O:63][CH3:62])[NH:42][C:43]2=[N:44][CH:45]=1. (2) Given the reactants [CH2:1]([C@H:8]([CH2:12][C:13]([O:15]C(C)(C)C)=[O:14])[C:9]([OH:11])=O)[C:2]1[CH:7]=[CH:6][CH:5]=[CH:4][CH:3]=1.[Cl:20][C:21]1[CH:26]=[CH:25][CH:24]=[CH:23][C:22]=1[C:27]1[N:32]=[C:31]([NH2:33])[CH:30]=[CH:29][CH:28]=1, predict the reaction product. The product is: [CH2:1]([C@@H:8]([C:9]([NH:33][C:31]1[CH:30]=[CH:29][CH:28]=[C:27]([C:22]2[CH:23]=[CH:24][CH:25]=[CH:26][C:21]=2[Cl:20])[N:32]=1)=[O:11])[CH2:12][C:13]([OH:15])=[O:14])[C:2]1[CH:3]=[CH:4][CH:5]=[CH:6][CH:7]=1.[Cl:20][C:21]1[CH:26]=[CH:25][CH:24]=[CH:23][C:22]=1[C:27]1[N:32]=[C:31]([NH2:33])[CH:30]=[CH:29][CH:28]=1. (3) Given the reactants [S:1]1[CH:5]=[CH:4][N:3]=[CH:2]1.CN(CCN(C)C)C.[Li]CCCC.[CH3:19][NH:20][C@H:21]([C:31]([NH:33][C@H:34]([C:39]([N:41]([C@@H:43]([CH:53]([CH3:55])[CH3:54])/[CH:44]=[C:45](\[CH3:52])/[C:46](N(OC)C)=[O:47])[CH3:42])=[O:40])[C:35]([CH3:38])([CH3:37])[CH3:36])=[O:32])[C:22]([CH3:30])([CH3:29])[C:23]1[CH:28]=[CH:27][CH:26]=[CH:25][CH:24]=1, predict the reaction product. The product is: [CH3:19][NH:20][C@H:21]([C:31]([NH:33][C@H:34]([C:39]([N:41]([C@@H:43]([CH:53]([CH3:55])[CH3:54])/[CH:44]=[C:45](\[CH3:52])/[C:46](=[O:47])[C:2]1[S:1][CH:5]=[CH:4][N:3]=1)[CH3:42])=[O:40])[C:35]([CH3:38])([CH3:37])[CH3:36])=[O:32])[C:22]([CH3:30])([CH3:29])[C:23]1[CH:28]=[CH:27][CH:26]=[CH:25][CH:24]=1. (4) Given the reactants [CH3:1][N:2]1[CH2:7][CH2:6][N:5]([CH:8]2[CH2:13][CH2:12][NH:11][CH2:10][CH2:9]2)[CH2:4][CH2:3]1.[O:14]=[C:15]1[N:21]([CH:22]2[CH2:27][CH2:26][N:25]([C:28]([O:30][C@@H:31]([C:40](O)=[O:41])[CH2:32][C:33]3[CH:38]=[CH:37][C:36]([OH:39])=[CH:35][CH:34]=3)=[O:29])[CH2:24][CH2:23]2)[CH2:20][CH2:19][C:18]2[CH:43]=[CH:44][CH:45]=[CH:46][C:17]=2[NH:16]1.CN(C(ON1N=NC2C=CC=NC1=2)=[N+](C)C)C.F[P-](F)(F)(F)(F)F.C(N(C(C)C)C(C)C)C, predict the reaction product. The product is: [O:14]=[C:15]1[N:21]([CH:22]2[CH2:27][CH2:26][N:25]([C:28]([O:30][C@H:31]([CH2:32][C:33]3[CH:34]=[CH:35][C:36]([OH:39])=[CH:37][CH:38]=3)[C:40]([N:11]3[CH2:12][CH2:13][CH:8]([N:5]4[CH2:6][CH2:7][N:2]([CH3:1])[CH2:3][CH2:4]4)[CH2:9][CH2:10]3)=[O:41])=[O:29])[CH2:24][CH2:23]2)[CH2:20][CH2:19][C:18]2[CH:43]=[CH:44][CH:45]=[CH:46][C:17]=2[NH:16]1.